Dataset: Catalyst prediction with 721,799 reactions and 888 catalyst types from USPTO. Task: Predict which catalyst facilitates the given reaction. (1) Reactant: Cl[C:2]1[C:7]2[CH:8]=[C:9]([S:11]([O-:13])=[O:12])[S:10][C:6]=2[CH:5]=[CH:4][N:3]=1.[Li+].[CH3:15][O:16][C:17]1[CH:18]=[C:19]([CH:22]=[C:23]([O:25][CH3:26])[CH:24]=1)[CH2:20]Br.[C:27]([O:31][C:32]([N:34]1[CH2:39][CH2:38][NH:37][CH2:36][CH2:35]1)=[O:33])([CH3:30])([CH3:29])[CH3:28]. Product: [CH3:15][O:16][C:17]1[CH:18]=[C:19]([CH:22]=[C:23]([O:25][CH3:26])[CH:24]=1)[CH2:20][S:11]([C:9]1[S:10][C:6]2[CH:5]=[CH:4][N:3]=[C:2]([N:37]3[CH2:36][CH2:35][N:34]([C:32]([O:31][C:27]([CH3:30])([CH3:29])[CH3:28])=[O:33])[CH2:39][CH2:38]3)[C:7]=2[CH:8]=1)(=[O:13])=[O:12]. The catalyst class is: 10. (2) Reactant: CON(C)[C:4]([CH:6]1[CH2:11][CH2:10][N:9]([C:12]([O:14][C:15]([CH3:18])([CH3:17])[CH3:16])=[O:13])[CH2:8][CH2:7]1)=[O:5].C([Li])CCC.[Br:25][C:26]1[CH:31]=[CH:30][C:29]([F:32])=[CH:28][CH:27]=1.[Cl-].[NH4+]. Product: [Br:25][C:26]1[CH:27]=[CH:28][C:29]([F:32])=[C:30]([CH:31]=1)[C:4]([CH:6]1[CH2:7][CH2:8][N:9]([C:12]([O:14][C:15]([CH3:16])([CH3:17])[CH3:18])=[O:13])[CH2:10][CH2:11]1)=[O:5]. The catalyst class is: 30. (3) Reactant: [CH:1]1([C:4]2([F:25])[CH2:7][N:6]([C:8]3[N:13]=[C:12]([S:14]([CH3:17])(=O)=O)[N:11]=[C:10]([NH:18][C:19]4[NH:23][N:22]=[C:21]([CH3:24])[CH:20]=4)[CH:9]=3)[CH2:5]2)[CH2:3][CH2:2]1.[F:26][C:27]([F:40])([F:39])[CH2:28][C:29]([NH:31][C:32]1[CH:37]=[CH:36]C(S)=[CH:34][CH:33]=1)=[O:30]. Product: [CH3:24][C:21]1[CH:20]=[C:19]([NH:18][C:10]2[CH:9]=[C:8]([N:6]3[CH2:7][C:4]([CH:1]4[CH2:3][CH2:2]4)([F:25])[CH2:5]3)[N:13]=[C:12]([S:14][C:17]3[CH:34]=[CH:33][C:32]([NH:31][C:29](=[O:30])[CH2:28][C:27]([F:40])([F:26])[F:39])=[CH:37][CH:36]=3)[N:11]=2)[NH:23][N:22]=1. The catalyst class is: 23. (4) Reactant: N[C:2]1[C:7]([CH3:8])=[CH:6][C:5]([Br:9])=[CH:4][N:3]=1.N([O-])=[O:11].[Na+]. The catalyst class is: 561. Product: [Br:9][C:5]1[CH:6]=[C:7]([CH3:8])[C:2]([OH:11])=[N:3][CH:4]=1. (5) Reactant: N1C(C)=CC=CC=1C.[CH2:9]([O:16][C:17]1[CH:18]=[CH:19][C:20]([C@@H:28]([OH:31])[CH2:29][Br:30])=[C:21]2[C:26]=1[NH:25][C:24](=[O:27])[CH:23]=[CH:22]2)[C:10]1[CH:15]=[CH:14][CH:13]=[CH:12][CH:11]=1.FC(F)(F)S(O[Si:38]([C:41]([CH3:44])([CH3:43])[CH3:42])([CH3:40])[CH3:39])(=O)=O. Product: [CH2:9]([O:16][C:17]1[CH:18]=[CH:19][C:20]([C@@H:28]([O:31][Si:38]([C:41]([CH3:44])([CH3:43])[CH3:42])([CH3:40])[CH3:39])[CH2:29][Br:30])=[C:21]2[C:26]=1[NH:25][C:24](=[O:27])[CH:23]=[CH:22]2)[C:10]1[CH:11]=[CH:12][CH:13]=[CH:14][CH:15]=1. The catalyst class is: 4.